Dataset: CYP3A4 inhibition data for predicting drug metabolism from PubChem BioAssay. Task: Regression/Classification. Given a drug SMILES string, predict its absorption, distribution, metabolism, or excretion properties. Task type varies by dataset: regression for continuous measurements (e.g., permeability, clearance, half-life) or binary classification for categorical outcomes (e.g., BBB penetration, CYP inhibition). Dataset: cyp3a4_veith. (1) The drug is O=C(CN1C(=O)C2C3C=CC(C3)C2C1=O)Nc1ccc(C(=O)O)cc1. The result is 0 (non-inhibitor). (2) The compound is Cc1nn(-c2ccccc2)c(Cl)c1/C=N/NC(=O)c1ccco1. The result is 0 (non-inhibitor). (3) The result is 1 (inhibitor). The molecule is CN1CCN(c2ncnc3ccc(-c4ccccc4Cl)cc23)CC1. (4) The drug is CN(C)CCNc1ccccn1. The result is 0 (non-inhibitor). (5) The molecule is CC(=O)N1CCC2(CCN(Cc3ccccc3)CC2)CC1. The result is 0 (non-inhibitor). (6) The drug is O=C(CSc1nccn1-c1ncc(C(F)(F)F)cc1Cl)c1ccc(Cl)cc1. The result is 1 (inhibitor). (7) The molecule is COc1ccc(N(Cc2c(C(F)(F)F)nn(C)c2Cl)S(=O)(=O)c2ccc(C)cc2)cc1. The result is 1 (inhibitor).